The task is: Predict the product of the given reaction.. This data is from Forward reaction prediction with 1.9M reactions from USPTO patents (1976-2016). The product is: [CH3:21][O:20][C:17]1[N:16]=[CH:15][C:14]([N:13]2[C:9]([C:5]3[CH:4]=[C:3]([CH:8]=[CH:7][N:6]=3)[C:1]([OH:33])=[O:30])=[CH:10][C:11]([C:22]([N:24]3[CH2:25][CH2:26][CH2:27][CH2:28][CH2:29]3)=[O:23])=[N:12]2)=[CH:19][CH:18]=1. Given the reactants [C:1]([C:3]1[CH:8]=[CH:7][N:6]=[C:5]([C:9]2[N:13]([C:14]3[CH:15]=[N:16][C:17]([O:20][CH3:21])=[CH:18][CH:19]=3)[N:12]=[C:11]([C:22]([N:24]3[CH2:29][CH2:28][CH2:27][CH2:26][CH2:25]3)=[O:23])[CH:10]=2)[CH:4]=1)#N.[OH-:30].[Na+].C[OH:33], predict the reaction product.